This data is from Full USPTO retrosynthesis dataset with 1.9M reactions from patents (1976-2016). The task is: Predict the reactants needed to synthesize the given product. (1) Given the product [CH3:41][S:38]([C:35]1[CH:34]=[CH:33][C:32]([O:31][C:30]2[C:16]([CH:12]3[CH2:13][CH2:14][CH2:15][NH:11]3)=[CH:17][C:18]3[NH:22][C:21]([C:23]4[CH:28]=[CH:27][CH:26]=[CH:25][N:24]=4)=[N:20][C:19]=3[CH:29]=2)=[CH:37][CH:36]=1)(=[O:39])=[O:40], predict the reactants needed to synthesize it. The reactants are: C(=O)([O-])[O-].[K+].[K+].FC(F)(F)C([N:11]1[CH2:15][CH2:14][CH2:13][CH:12]1[C:16]1[C:30]([O:31][C:32]2[CH:37]=[CH:36][C:35]([S:38]([CH3:41])(=[O:40])=[O:39])=[CH:34][CH:33]=2)=[CH:29][C:19]2[N:20]=[C:21]([C:23]3[CH:28]=[CH:27][CH:26]=[CH:25][N:24]=3)[NH:22][C:18]=2[CH:17]=1)=O. (2) Given the product [N+:1]([C:4]1[CH:5]=[CH:6][C:7]([S:10]([C:15]2[CH:23]=[C:22]([CH3:24])[C:21]3[N:20]([CH3:25])[C:19]4[CH2:26][CH:27]5[NH:31][CH:30]([C:18]=4[C:17]=3[C:16]=2[C:32]([O:34][C:35]([CH3:38])([CH3:37])[CH3:36])=[O:33])[CH2:29][CH2:28]5)(=[O:12])=[O:11])=[CH:8][CH:9]=1)([O-:3])=[O:2], predict the reactants needed to synthesize it. The reactants are: [N+:1]([C:4]1[CH:9]=[CH:8][C:7]([S:10]([O-:12])=[O:11])=[CH:6][CH:5]=1)([O-:3])=[O:2].[Na+].Br[C:15]1[CH:23]=[C:22]([CH3:24])[C:21]2[N:20]([CH3:25])[C:19]3[CH2:26][CH:27]4[NH:31][CH:30]([C:18]=3[C:17]=2[C:16]=1[C:32]([O:34][C:35]([CH3:38])([CH3:37])[CH3:36])=[O:33])[CH2:29][CH2:28]4. (3) Given the product [Cl:1][C:2]1[CH:3]=[C:4]([C:11](=[O:33])[CH2:12][CH2:13][C:14]([N:16]2[CH2:21][CH2:20][CH:19]([N:22]3[CH2:31][C:30]4[C:25](=[CH:26][CH:27]=[CH:28][CH:29]=4)[NH:24][C:23]3=[O:32])[CH2:18][CH2:17]2)=[O:15])[CH:5]=[CH:6][C:7]=1[N:8]([CH3:10])[CH3:9], predict the reactants needed to synthesize it. The reactants are: [Cl:1][C:2]1[CH:3]=[C:4]([C:11](=[O:33])/[CH:12]=[CH:13]/[C:14]([N:16]2[CH2:21][CH2:20][CH:19]([N:22]3[CH2:31][C:30]4[C:25](=[CH:26][CH:27]=[CH:28][CH:29]=4)[NH:24][C:23]3=[O:32])[CH2:18][CH2:17]2)=[O:15])[CH:5]=[CH:6][C:7]=1[N:8]([CH3:10])[CH3:9].C.[H][H].